From a dataset of NCI-60 drug combinations with 297,098 pairs across 59 cell lines. Regression. Given two drug SMILES strings and cell line genomic features, predict the synergy score measuring deviation from expected non-interaction effect. (1) Drug 1: CC1=C2C(C(=O)C3(C(CC4C(C3C(C(C2(C)C)(CC1OC(=O)C(C(C5=CC=CC=C5)NC(=O)OC(C)(C)C)O)O)OC(=O)C6=CC=CC=C6)(CO4)OC(=O)C)OC)C)OC. Drug 2: CC1=C2C(C(=O)C3(C(CC4C(C3C(C(C2(C)C)(CC1OC(=O)C(C(C5=CC=CC=C5)NC(=O)C6=CC=CC=C6)O)O)OC(=O)C7=CC=CC=C7)(CO4)OC(=O)C)O)C)OC(=O)C. Cell line: SN12C. Synergy scores: CSS=63.9, Synergy_ZIP=5.00, Synergy_Bliss=4.85, Synergy_Loewe=9.05, Synergy_HSA=10.8. (2) Drug 1: C1CCC(CC1)NC(=O)N(CCCl)N=O. Drug 2: CC1=C(N=C(N=C1N)C(CC(=O)N)NCC(C(=O)N)N)C(=O)NC(C(C2=CN=CN2)OC3C(C(C(C(O3)CO)O)O)OC4C(C(C(C(O4)CO)O)OC(=O)N)O)C(=O)NC(C)C(C(C)C(=O)NC(C(C)O)C(=O)NCCC5=NC(=CS5)C6=NC(=CS6)C(=O)NCCC[S+](C)C)O. Cell line: MDA-MB-231. Synergy scores: CSS=24.7, Synergy_ZIP=-1.98, Synergy_Bliss=0.840, Synergy_Loewe=-0.118, Synergy_HSA=3.86. (3) Cell line: OVCAR-5. Synergy scores: CSS=5.61, Synergy_ZIP=-1.64, Synergy_Bliss=-0.649, Synergy_Loewe=-13.8, Synergy_HSA=-1.43. Drug 2: CC1=C(C(CCC1)(C)C)C=CC(=CC=CC(=CC(=O)O)C)C. Drug 1: COC1=CC(=CC(=C1O)OC)C2C3C(COC3=O)C(C4=CC5=C(C=C24)OCO5)OC6C(C(C7C(O6)COC(O7)C8=CC=CS8)O)O. (4) Drug 1: CC12CCC3C(C1CCC2NC(=O)OCC(F)(F)F)CCC4C3(C=CC(=O)N4C)C. Drug 2: B(C(CC(C)C)NC(=O)C(CC1=CC=CC=C1)NC(=O)C2=NC=CN=C2)(O)O. Cell line: UACC62. Synergy scores: CSS=34.9, Synergy_ZIP=2.01, Synergy_Bliss=-0.513, Synergy_Loewe=-47.6, Synergy_HSA=-1.35. (5) Drug 1: CC1=CC2C(CCC3(C2CCC3(C(=O)C)OC(=O)C)C)C4(C1=CC(=O)CC4)C. Drug 2: B(C(CC(C)C)NC(=O)C(CC1=CC=CC=C1)NC(=O)C2=NC=CN=C2)(O)O. Cell line: SK-MEL-28. Synergy scores: CSS=-5.59, Synergy_ZIP=3.96, Synergy_Bliss=0.458, Synergy_Loewe=-3.44, Synergy_HSA=-4.36.